Dataset: Full USPTO retrosynthesis dataset with 1.9M reactions from patents (1976-2016). Task: Predict the reactants needed to synthesize the given product. Given the product [Cl:1][C:2]1[C:3]([F:31])=[C:4]([C@@H:8]2[C@:12]([C:15]3[CH:20]=[CH:19][C:18]([Cl:21])=[CH:17][C:16]=3[F:22])([C:13]#[N:14])[C@H:11]([CH2:23][C:24]([CH3:27])([CH3:26])[CH3:25])[NH:10][C@H:9]2[C:28]([NH:67][C:64]2[N:65]=[CH:66][C:61]([C:59]([O:58][CH2:56][CH3:57])=[O:60])=[N:62][CH:63]=2)=[O:30])[CH:5]=[CH:6][CH:7]=1, predict the reactants needed to synthesize it. The reactants are: [Cl:1][C:2]1[C:3]([F:31])=[C:4]([CH:8]2[C:12]([C:15]3[CH:20]=[CH:19][C:18]([Cl:21])=[CH:17][C:16]=3[F:22])([C:13]#[N:14])[CH:11]([CH2:23][C:24]([CH3:27])([CH3:26])[CH3:25])[NH:10][CH:9]2[C:28]([OH:30])=O)[CH:5]=[CH:6][CH:7]=1.CCN(C(C)C)C(C)C.C1(P(Cl)(C2C=CC=CC=2)=O)C=CC=CC=1.[CH2:56]([O:58][C:59]([C:61]1[CH:66]=[N:65][C:64]([NH2:67])=[CH:63][N:62]=1)=[O:60])[CH3:57].